This data is from Experimental lipophilicity measurements (octanol/water distribution) for 4,200 compounds from AstraZeneca. The task is: Regression/Classification. Given a drug SMILES string, predict its absorption, distribution, metabolism, or excretion properties. Task type varies by dataset: regression for continuous measurements (e.g., permeability, clearance, half-life) or binary classification for categorical outcomes (e.g., BBB penetration, CYP inhibition). For this dataset (lipophilicity_astrazeneca), we predict Y. (1) The molecule is Cc1ccc(-c2nnc(N3CCN(C(=O)c4ccco4)CC3)c3ccccc23)cc1. The Y is 3.78 logD. (2) The compound is CO[C@@H]1CN(CCn2c(=O)ccc3ccc(C#N)cc32)CC[C@H]1NCc1ccc2c(n1)NC(=O)CO2. The Y is 0.810 logD.